This data is from Reaction yield outcomes from USPTO patents with 853,638 reactions. The task is: Predict the reaction yield, written as a fraction of the theoretical maximum amount of product (1.0 means a 100% yield; for example, 0.34 means a 34% yield). The reactants are [C-:1]#[N:2].[K+].[Cl:4][C:5]1[C:6](F)=[N:7][CH:8]=[C:9]([C:11]([F:14])([F:13])[F:12])[CH:10]=1.[F-]. The catalyst is O.CCCCCCCC[N+](CCCCCCCC)(CCCCCCCC)C.[Cl-]. The product is [Cl:4][C:5]1[C:6]([C:1]#[N:2])=[N:7][CH:8]=[C:9]([C:11]([F:14])([F:13])[F:12])[CH:10]=1. The yield is 0.900.